Dataset: Reaction yield outcomes from USPTO patents with 853,638 reactions. Task: Predict the reaction yield, written as a fraction of the theoretical maximum amount of product (1.0 means a 100% yield; for example, 0.34 means a 34% yield). The yield is 0.820. The product is [F:1][C:2]([C:5]1[S:9][C:8]2=[N:10][C:11]([C:13]3[O:14][C:15]4[CH:21]=[CH:20][CH:19]=[C:18]([NH2:22])[C:16]=4[N:17]=3)=[CH:12][N:7]2[N:6]=1)([F:4])[CH3:3]. The reactants are [F:1][C:2]([C:5]1[S:9][C:8]2=[N:10][C:11]([C:13]3[O:14][C:15]4[CH:21]=[CH:20][CH:19]=[C:18]([N+:22]([O-])=O)[C:16]=4[N:17]=3)=[CH:12][N:7]2[N:6]=1)([F:4])[CH3:3]. The catalyst is CC(O)=O.[Pd].